Dataset: Reaction yield outcomes from USPTO patents with 853,638 reactions. Task: Predict the reaction yield, written as a fraction of the theoretical maximum amount of product (1.0 means a 100% yield; for example, 0.34 means a 34% yield). (1) The reactants are [OH:1][C:2]1[CH:3]=[C:4]2[C:9](=[CH:10][CH:11]=1)[CH2:8][CH:7]([NH:12][C:13](=[O:15])[CH3:14])[CH2:6][CH2:5]2.C([O-])([O-])=O.[Cs+].[Cs+].Br[C:23]([CH3:32])([CH3:31])[C:24]([O:26][C:27]([CH3:30])([CH3:29])[CH3:28])=[O:25]. The catalyst is CN(C=O)C.CCOC(C)=O. The product is [C:27]([O:26][C:24](=[O:25])[C:23]([O:1][C:2]1[CH:11]=[CH:10][C:9]2[CH2:8][CH:7]([NH:12][C:13](=[O:15])[CH3:14])[CH2:6][CH2:5][C:4]=2[CH:3]=1)([CH3:32])[CH3:31])([CH3:30])([CH3:29])[CH3:28]. The yield is 0.690. (2) The reactants are [F:1][C:2]1[CH:3]=[C:4]([CH:10]=[CH:11][C:12]([OH:14])=[O:13])[CH:5]=[CH:6][C:7]=1[CH:8]=O.[C:15]([C:18]1[CH:23]=[CH:22][CH:21]=[CH:20][CH:19]=1)(=[O:17])[CH3:16].Cl. The catalyst is C(O)C.O.[OH-].[K+]. The product is [F:1][C:2]1[CH:3]=[C:4]([CH:10]=[CH:11][C:12]([OH:14])=[O:13])[CH:5]=[CH:6][C:7]=1[CH:8]=[CH:16][C:15](=[O:17])[C:18]1[CH:23]=[CH:22][CH:21]=[CH:20][CH:19]=1. The yield is 0.730. (3) The reactants are [I-].C[P+]([C:16]1[CH:21]=[CH:20][CH:19]=[CH:18][CH:17]=1)([C:16]1[CH:21]=[CH:20][CH:19]=[CH:18][CH:17]=1)[C:16]1[CH:21]=[CH:20][CH:19]=[CH:18][CH:17]=1.CC(C)([O-])C.[K+].[Br:28][C:29]1[CH:30]=[C:31]([C:35]([C:37]2C=CC=CC=2)=O)[CH:32]=[CH:33][CH:34]=1.O. The catalyst is O1CCCC1. The product is [Br:28][C:29]1[CH:34]=[CH:33][CH:32]=[C:31]([C:35]([C:16]2[CH:17]=[CH:18][CH:19]=[CH:20][CH:21]=2)=[CH2:37])[CH:30]=1. The yield is 0.920. (4) The reactants are [N:1]1([C:10]([O:12][CH2:13][C:14]2[CH:19]=[CH:18][CH:17]=[CH:16][CH:15]=2)=[O:11])[CH2:9][C@H:7]([OH:8])[CH2:6][C@H:2]1[C:3]([OH:5])=[O:4].C1CCN2C(=NCCC2)CC1.[Si:31](Cl)([C:34]([CH3:37])([CH3:36])[CH3:35])([CH3:33])[CH3:32]. The catalyst is CN(C=O)C. The product is [CH2:13]([O:12][C:10]([N:1]1[CH2:9][CH:7]([O:8][Si:31]([C:34]([CH3:37])([CH3:36])[CH3:35])([CH3:33])[CH3:32])[CH2:6][CH:2]1[C:3]([OH:5])=[O:4])=[O:11])[C:14]1[CH:19]=[CH:18][CH:17]=[CH:16][CH:15]=1. The yield is 0.960. (5) The reactants are [NH2:1][C:2]1[CH:7]=[CH:6][C:5]([C:8]2[CH:13]=[CH:12][C:11]([C:14]([C@@H:16]3[CH2:20][CH2:19][CH2:18][C@H:17]3[C:21]([O:23][CH3:24])=[O:22])=[O:15])=[CH:10][CH:9]=2)=[CH:4][C:3]=1[F:25].[CH3:26][O:27][C:28]1[CH:40]=[CH:39][C:31]2[N:32]=[C:33](S(C)(=O)=O)[S:34][C:30]=2[CH:29]=1.Cl.[CH2:42](O)[CH2:43][CH2:44]C. No catalyst specified. The product is [F:25][C:3]1[CH:4]=[C:5]([C:8]2[CH:9]=[CH:10][C:11]([C:14]([C@@H:16]3[CH2:20][CH2:19][CH2:18][C@H:17]3[C:21]([O:23][CH2:24][CH2:42][CH2:43][CH3:44])=[O:22])=[O:15])=[CH:12][CH:13]=2)[CH:6]=[CH:7][C:2]=1[NH:1][C:33]1[S:34][C:30]2[CH:29]=[C:28]([O:27][CH3:26])[CH:40]=[CH:39][C:31]=2[N:32]=1. The yield is 0.650. (6) The reactants are [C:1]([O:5][C:6]([NH:8][C@@H:9]([CH2:14][C:15]1[CH:20]=[CH:19][C:18]([OH:21])=[CH:17][CH:16]=1)[C:10]([O:12][CH3:13])=[O:11])=[O:7])([CH3:4])([CH3:3])[CH3:2].Br[CH2:23][C:24]1[CH:33]=[CH:32][C:27]([C:28]([O:30][CH3:31])=[O:29])=[CH:26][CH:25]=1.C([O-])([O-])=O.[K+].[K+]. The catalyst is CN(C=O)C. The product is [C:1]([O:5][C:6]([NH:8][C@H:9]([C:10]([O:12][CH3:13])=[O:11])[CH2:14][C:15]1[CH:20]=[CH:19][C:18]([O:21][CH2:23][C:24]2[CH:33]=[CH:32][C:27]([C:28]([O:30][CH3:31])=[O:29])=[CH:26][CH:25]=2)=[CH:17][CH:16]=1)=[O:7])([CH3:4])([CH3:2])[CH3:3]. The yield is 0.800. (7) No catalyst specified. The reactants are C(OC([N:8]1[CH2:13][CH2:12][CH:11]([N:14]2[C:23]3[C:18](=[CH:19][C:20]([Cl:24])=[CH:21][CH:22]=3)[CH2:17][CH2:16][C:15]2=[O:25])[CH2:10][CH2:9]1)=O)(C)(C)C.C(O)(C(F)(F)F)=O.C(Cl)Cl. The product is [Cl:24][C:20]1[CH:19]=[C:18]2[C:23](=[CH:22][CH:21]=1)[N:14]([CH:11]1[CH2:10][CH2:9][NH:8][CH2:13][CH2:12]1)[C:15](=[O:25])[CH2:16][CH2:17]2. The yield is 0.930. (8) The yield is 1.03. The reactants are Br[C:2]1[CH:7]=[CH:6][C:5]([Br:8])=[CH:4][N:3]=1.[Cl-].C([O-])(O)=O.[Na+].[CH2:15]1[CH2:19]OC[CH2:16]1. The catalyst is C1C=CC([P]([Pd]([P](C2C=CC=CC=2)(C2C=CC=CC=2)C2C=CC=CC=2)([P](C2C=CC=CC=2)(C2C=CC=CC=2)C2C=CC=CC=2)[P](C2C=CC=CC=2)(C2C=CC=CC=2)C2C=CC=CC=2)(C2C=CC=CC=2)C2C=CC=CC=2)=CC=1. The product is [Br:8][C:5]1[CH:6]=[CH:7][C:2]([CH:16]2[CH2:15][CH2:19]2)=[N:3][CH:4]=1. (9) The reactants are [CH2:1]([NH:4][C:5]([C:7]1[C:8]([I:19])=[C:9]([C:13]([I:18])=[C:14]([NH2:17])[C:15]=1[I:16])[C:10]([Cl:12])=[O:11])=[O:6])[CH:2]=[CH2:3].[C:20]([OH:23])(=[O:22])[CH3:21].[C:24]([OH:27])(=[O:26])[CH3:25].[C:28]([OH:31])(=[O:30])[CH3:29].[O:32]=[C:33](Cl)[C@H:34]([C@@H:36]([CH2:38]O)O)O. The catalyst is CC(N(C)C)=O.C(OCC)(=O)C. The product is [C:20]([O:23][CH:36]([CH2:38][O:30][C:28](=[O:31])[CH3:29])[CH:34]([O:26][C:24](=[O:27])[CH3:25])[C:33](=[O:32])[NH:17][C:14]1[C:13]([I:18])=[C:9]([C:10]([Cl:12])=[O:11])[C:8]([I:19])=[C:7]([C:5](=[O:6])[NH:4][CH2:1][CH:2]=[CH2:3])[C:15]=1[I:16])(=[O:22])[CH3:21]. The yield is 0.540. (10) The reactants are [Br:1][C:2]1[C:3]([CH3:23])=[C:4]([OH:22])[C:5]([CH:10]([C:13]2[CH:18]=[CH:17][C:16]([CH:19]([CH3:21])[CH3:20])=[CH:15][CH:14]=2)[CH2:11]O)=[C:6]([CH3:9])[C:7]=1[CH3:8]. The catalyst is CCCCCC.C(OCC)(=O)C. The product is [Br:1][C:2]1[C:7]([CH3:8])=[C:6]([CH3:9])[C:5]2[CH:10]([C:13]3[CH:14]=[CH:15][C:16]([CH:19]([CH3:21])[CH3:20])=[CH:17][CH:18]=3)[CH2:11][O:22][C:4]=2[C:3]=1[CH3:23]. The yield is 0.570.